Predict the reaction yield, written as a fraction of the theoretical maximum amount of product (1.0 means a 100% yield; for example, 0.34 means a 34% yield). From a dataset of Reaction yield outcomes from USPTO patents with 853,638 reactions. (1) The reactants are [O:1]1[CH2:6][CH2:5][N:4]([C:7]2[N:12]=[C:11]([N:13]3[CH2:18][CH2:17][O:16][CH2:15][CH2:14]3)[N:10]=[C:9]([C:19]3[CH:24]=[CH:23][C:22]([NH:25][C:26](=[O:37])[NH:27][C:28]4[CH:36]=[CH:35][C:31]([C:32]([OH:34])=O)=[CH:30][CH:29]=4)=[CH:21][CH:20]=3)[N:8]=2)[CH2:3][CH2:2]1.CCN(C(C)C)C(C)C.CN(C(ON1N=NC2C=CC=CC1=2)=[N+](C)C)C.F[P-](F)(F)(F)(F)F.[CH3:71][N:72]([CH3:77])[CH2:73][CH2:74][NH:75][CH3:76]. The catalyst is CN1C(=O)CCC1. The product is [CH3:71][N:72]([CH3:77])[CH2:73][CH2:74][N:75]([CH3:76])[C:32](=[O:34])[C:31]1[CH:35]=[CH:36][C:28]([NH:27][C:26]([NH:25][C:22]2[CH:21]=[CH:20][C:19]([C:9]3[N:10]=[C:11]([N:13]4[CH2:14][CH2:15][O:16][CH2:17][CH2:18]4)[N:12]=[C:7]([N:4]4[CH2:5][CH2:6][O:1][CH2:2][CH2:3]4)[N:8]=3)=[CH:24][CH:23]=2)=[O:37])=[CH:29][CH:30]=1. The yield is 0.500. (2) The catalyst is C(Cl)Cl. The reactants are [F:1][C:2]([F:21])([F:20])[C:3]1[CH:4]=[C:5]([C:9]2[CH:18]=[CH:17][C:16]3[C:11](=[C:12]([NH2:19])[CH:13]=[CH:14][CH:15]=3)[N:10]=2)[CH:6]=[CH:7][CH:8]=1.CCN(C(C)C)C(C)C.[N:31]1[CH:36]=[CH:35][CH:34]=[CH:33][C:32]=1[S:37](Cl)(=[O:39])=[O:38].C([O-])(O)=O.[Na+]. The product is [F:21][C:2]([F:1])([F:20])[C:3]1[CH:4]=[C:5]([C:9]2[CH:18]=[CH:17][C:16]3[C:11](=[C:12]([NH:19][S:37]([C:32]4[CH:33]=[CH:34][CH:35]=[CH:36][N:31]=4)(=[O:39])=[O:38])[CH:13]=[CH:14][CH:15]=3)[N:10]=2)[CH:6]=[CH:7][CH:8]=1. The yield is 0.170. (3) The reactants are Br.[NH2:2][CH2:3][CH:4]1[C:9]2=[N:10][C:11]([C:15]3[CH:20]=[CH:19][N:18]=[CH:17][N:16]=3)=[CH:12][C:13](=[O:14])[N:8]2[CH2:7][CH2:6][CH2:5]1.[Cl:21][C:22]1[CH:30]=[CH:29][C:25]([C:26](O)=[O:27])=[C:24]([O:31][CH3:32])[CH:23]=1.C(OP(C#N)(=O)OCC)C.C(N(CC)CC)C. The catalyst is CN(C)C=O.C(OCC)(=O)C.O. The product is [Cl:21][C:22]1[CH:30]=[CH:29][C:25]([C:26]([NH:2][CH2:3][CH:4]2[C:9]3=[N:10][C:11]([C:15]4[CH:20]=[CH:19][N:18]=[CH:17][N:16]=4)=[CH:12][C:13](=[O:14])[N:8]3[CH2:7][CH2:6][CH2:5]2)=[O:27])=[C:24]([O:31][CH3:32])[CH:23]=1. The yield is 0.570.